From a dataset of NCI-60 drug combinations with 297,098 pairs across 59 cell lines. Regression. Given two drug SMILES strings and cell line genomic features, predict the synergy score measuring deviation from expected non-interaction effect. (1) Drug 1: C1=NC2=C(N=C(N=C2N1C3C(C(C(O3)CO)O)O)F)N. Drug 2: CN(CCCl)CCCl.Cl. Cell line: SW-620. Synergy scores: CSS=37.7, Synergy_ZIP=-9.21, Synergy_Bliss=1.29, Synergy_Loewe=-2.11, Synergy_HSA=2.86. (2) Drug 1: CCCCCOC(=O)NC1=NC(=O)N(C=C1F)C2C(C(C(O2)C)O)O. Drug 2: C1CC(=O)NC(=O)C1N2C(=O)C3=CC=CC=C3C2=O. Cell line: M14. Synergy scores: CSS=-8.92, Synergy_ZIP=11.8, Synergy_Bliss=13.9, Synergy_Loewe=-5.54, Synergy_HSA=-3.72.